This data is from NCI-60 drug combinations with 297,098 pairs across 59 cell lines. The task is: Regression. Given two drug SMILES strings and cell line genomic features, predict the synergy score measuring deviation from expected non-interaction effect. (1) Synergy scores: CSS=86.6, Synergy_ZIP=7.54, Synergy_Bliss=7.34, Synergy_Loewe=5.65, Synergy_HSA=9.49. Drug 2: C1C(C(OC1N2C=C(C(=O)NC2=O)F)CO)O. Cell line: HL-60(TB). Drug 1: CC1=C2C(C(=O)C3(C(CC4C(C3C(C(C2(C)C)(CC1OC(=O)C(C(C5=CC=CC=C5)NC(=O)OC(C)(C)C)O)O)OC(=O)C6=CC=CC=C6)(CO4)OC(=O)C)OC)C)OC. (2) Drug 2: COCCOC1=C(C=C2C(=C1)C(=NC=N2)NC3=CC=CC(=C3)C#C)OCCOC.Cl. Cell line: HCT-15. Synergy scores: CSS=-5.71, Synergy_ZIP=6.33, Synergy_Bliss=11.0, Synergy_Loewe=-3.29, Synergy_HSA=0.0502. Drug 1: CN(C(=O)NC(C=O)C(C(C(CO)O)O)O)N=O. (3) Synergy scores: CSS=35.1, Synergy_ZIP=-7.25, Synergy_Bliss=-2.49, Synergy_Loewe=-2.18, Synergy_HSA=-0.582. Drug 1: CC1=C(N=C(N=C1N)C(CC(=O)N)NCC(C(=O)N)N)C(=O)NC(C(C2=CN=CN2)OC3C(C(C(C(O3)CO)O)O)OC4C(C(C(C(O4)CO)O)OC(=O)N)O)C(=O)NC(C)C(C(C)C(=O)NC(C(C)O)C(=O)NCCC5=NC(=CS5)C6=NC(=CS6)C(=O)NCCC[S+](C)C)O. Drug 2: C(CC(=O)O)C(=O)CN.Cl. Cell line: CCRF-CEM. (4) Drug 1: CN1C2=C(C=C(C=C2)N(CCCl)CCCl)N=C1CCCC(=O)O.Cl. Drug 2: CC12CCC3C(C1CCC2O)C(CC4=C3C=CC(=C4)O)CCCCCCCCCS(=O)CCCC(C(F)(F)F)(F)F. Cell line: RXF 393. Synergy scores: CSS=3.27, Synergy_ZIP=-0.0384, Synergy_Bliss=1.02, Synergy_Loewe=-1.56, Synergy_HSA=-0.340. (5) Drug 1: CC12CCC(CC1=CCC3C2CCC4(C3CC=C4C5=CN=CC=C5)C)O. Drug 2: CC1CCC2CC(C(=CC=CC=CC(CC(C(=O)C(C(C(=CC(C(=O)CC(OC(=O)C3CCCCN3C(=O)C(=O)C1(O2)O)C(C)CC4CCC(C(C4)OC)O)C)C)O)OC)C)C)C)OC. Cell line: ACHN. Synergy scores: CSS=31.1, Synergy_ZIP=2.05, Synergy_Bliss=3.15, Synergy_Loewe=-21.5, Synergy_HSA=3.37. (6) Drug 1: C1CNP(=O)(OC1)N(CCCl)CCCl. Drug 2: CCC1(C2=C(COC1=O)C(=O)N3CC4=CC5=C(C=CC(=C5CN(C)C)O)N=C4C3=C2)O.Cl. Cell line: A549. Synergy scores: CSS=2.65, Synergy_ZIP=-7.88, Synergy_Bliss=-14.4, Synergy_Loewe=-13.9, Synergy_HSA=-13.6.